This data is from TCR-epitope binding with 47,182 pairs between 192 epitopes and 23,139 TCRs. The task is: Binary Classification. Given a T-cell receptor sequence (or CDR3 region) and an epitope sequence, predict whether binding occurs between them. (1) The epitope is MPASWVMRI. The TCR CDR3 sequence is CASSSIGTSGSPPDTQYF. Result: 1 (the TCR binds to the epitope). (2) The epitope is YFPLQSYGF. The TCR CDR3 sequence is CASSSGLYNEQFF. Result: 1 (the TCR binds to the epitope). (3) The TCR CDR3 sequence is CASSQEWGTGGASYNSPLHF. Result: 1 (the TCR binds to the epitope). The epitope is KLNVGDYFV. (4) The epitope is NLVPMVATV. The TCR CDR3 sequence is CASSPSPSGDDEKLFF. Result: 1 (the TCR binds to the epitope). (5) The epitope is FADDLNQLTGY. The TCR CDR3 sequence is CAIASDLFSSYEQYF. Result: 0 (the TCR does not bind to the epitope). (6) The epitope is KLPDDFTGCV. The TCR CDR3 sequence is CASSFDTGELFF. Result: 0 (the TCR does not bind to the epitope). (7) The epitope is RPPIFIRRL. The TCR CDR3 sequence is CASSPTNPAGDTETQYF. Result: 1 (the TCR binds to the epitope).